Dataset: Forward reaction prediction with 1.9M reactions from USPTO patents (1976-2016). Task: Predict the product of the given reaction. (1) Given the reactants [CH3:1][NH:2][C:3]([C:5]1[C:10](=[O:11])[C:9](Br)=[C:8]([CH3:13])[N:7]([CH:14]([C:16]2[CH:21]=[CH:20][C:19]([C:22]#[N:23])=[CH:18][CH:17]=2)[CH3:15])[CH:6]=1)=[O:4].[F:24][C:25]([F:36])([F:35])[C:26]1[CH:31]=[C:30](B(O)O)[CH:29]=[CH:28][N:27]=1.C([O-])([O-])=O.[K+].[K+], predict the reaction product. The product is: [CH3:1][NH:2][C:3]([C:5]1[C:10](=[O:11])[C:9]([C:30]2[CH:29]=[CH:28][N:27]=[C:26]([C:25]([F:36])([F:35])[F:24])[CH:31]=2)=[C:8]([CH3:13])[N:7]([CH:14]([C:16]2[CH:21]=[CH:20][C:19]([C:22]#[N:23])=[CH:18][CH:17]=2)[CH3:15])[CH:6]=1)=[O:4]. (2) Given the reactants [CH2:1]([C:8]1[S:12][C:11]([NH:13][C:14]([C:16]2[CH:21]=[CH:20][C:19]([NH:22][C@H:23]3[CH2:28][CH2:27][C@H:26]([C:29]([O:31]CC)=[O:30])[CH2:25][CH2:24]3)=[CH:18][CH:17]=2)=[O:15])=[N:10][N:9]=1)[C:2]1[CH:7]=[CH:6][CH:5]=[CH:4][CH:3]=1.O.[OH-].[Li+], predict the reaction product. The product is: [CH2:1]([C:8]1[S:12][C:11]([NH:13][C:14]([C:16]2[CH:17]=[CH:18][C:19]([NH:22][C@H:23]3[CH2:28][CH2:27][C@H:26]([C:29]([OH:31])=[O:30])[CH2:25][CH2:24]3)=[CH:20][CH:21]=2)=[O:15])=[N:10][N:9]=1)[C:2]1[CH:7]=[CH:6][CH:5]=[CH:4][CH:3]=1. (3) Given the reactants Br[C:2]1[CH:3]=[C:4]([NH2:9])[C:5]([Cl:8])=[N:6][CH:7]=1.[CH3:10][C:11]1[C:15](B(O)O)=[C:14]([CH3:19])[O:13][N:12]=1.P([O-])([O-])([O-])=O.[K+].[K+].[K+], predict the reaction product. The product is: [Cl:8][C:5]1[C:4]([NH2:9])=[CH:3][C:2]([C:15]2[C:11]([CH3:10])=[N:12][O:13][C:14]=2[CH3:19])=[CH:7][N:6]=1. (4) Given the reactants [CH2:1]([NH:5][C:6]([NH:8][CH2:9][C:10]([O:12]CC1C=CC=CC=1)=[O:11])=[O:7])[CH:2]([CH3:4])[CH3:3], predict the reaction product. The product is: [CH2:1]([NH:5][C:6]([NH:8][CH2:9][C:10]([OH:12])=[O:11])=[O:7])[CH:2]([CH3:4])[CH3:3].